From a dataset of Reaction yield outcomes from USPTO patents with 853,638 reactions. Predict the reaction yield, written as a fraction of the theoretical maximum amount of product (1.0 means a 100% yield; for example, 0.34 means a 34% yield). (1) The reactants are [CH3:1][C:2]1([CH3:41])[O:6][C:5]([C:7]2[CH:12]=[CH:11][C:10]([N:13](S(C)(=O)=O)[S:14]([CH3:17])(=[O:16])=[O:15])=[CH:9][CH:8]=2)=[C:4]([C:22]2[CH:27]=[CH:26][C:25]([O:28][CH2:29][C:30]3[CH:39]=[CH:38][C:37]4[C:32](=[CH:33][CH:34]=[CH:35][CH:36]=4)[N:31]=3)=[CH:24][CH:23]=2)[C:3]1=[O:40].O.[OH-].[Na+]. The catalyst is C1COCC1. The product is [CH3:1][C:2]1([CH3:41])[O:6][C:5]([C:7]2[CH:12]=[CH:11][C:10]([NH:13][S:14]([CH3:17])(=[O:15])=[O:16])=[CH:9][CH:8]=2)=[C:4]([C:22]2[CH:23]=[CH:24][C:25]([O:28][CH2:29][C:30]3[CH:39]=[CH:38][C:37]4[C:32](=[CH:33][CH:34]=[CH:35][CH:36]=4)[N:31]=3)=[CH:26][CH:27]=2)[C:3]1=[O:40]. The yield is 0.260. (2) The reactants are [N:1]([O-:3])=[O:2].[Na+].[Br:5][C:6]1[S:10][C:9](N)=[N:8][N:7]=1. The yield is 0.480. The product is [Br:5][C:6]1[S:10][C:9]([N+:1]([O-:3])=[O:2])=[N:8][N:7]=1. The catalyst is O.Cl.[Cu]. (3) The reactants are [Cl:1][C:2]1[CH:3]=[C:4]([S:9]([NH:12][CH2:13][C:14]2[N:15]=[CH:16][C:17]([C:20]([O:22]C)=[O:21])=[N:18][CH:19]=2)(=[O:11])=[O:10])[CH:5]=[CH:6][C:7]=1[F:8].[OH-].[K+]. The catalyst is CO. The product is [Cl:1][C:2]1[CH:3]=[C:4]([S:9]([NH:12][CH2:13][C:14]2[N:15]=[CH:16][C:17]([C:20]([OH:22])=[O:21])=[N:18][CH:19]=2)(=[O:10])=[O:11])[CH:5]=[CH:6][C:7]=1[F:8]. The yield is 0.940. (4) The reactants are [Cl:1][C:2]1[C:3]([C:32]2[CH:33]=[N:34][CH:35]=[CH:36][CH:37]=2)=[N:4][C:5]([NH:8][C@@H:9]2[CH2:14][CH2:13][CH2:12][C@H:11]([NH:15][C:16]([C:18]3[CH:23]=[CH:22][C:21]([NH:24]C(=O)OC(C)(C)C)=[CH:20][CH:19]=3)=[O:17])[CH2:10]2)=[N:6][CH:7]=1.Cl.O1CCOCC1. The catalyst is C(Cl)Cl. The product is [NH2:24][C:21]1[CH:22]=[CH:23][C:18]([C:16]([NH:15][C@H:11]2[CH2:12][CH2:13][CH2:14][C@@H:9]([NH:8][C:5]3[N:4]=[C:3]([C:32]4[CH:33]=[N:34][CH:35]=[CH:36][CH:37]=4)[C:2]([Cl:1])=[CH:7][N:6]=3)[CH2:10]2)=[O:17])=[CH:19][CH:20]=1. The yield is 1.00. (5) The reactants are [CH3:1][C:2]12[CH:7]([C:8]([O:10][CH2:11][CH3:12])=[O:9])[C:6]1([CH3:13])[CH2:5][N:4]=[N:3]2.CC[O-].[Na+]. The catalyst is C(O)C. The product is [CH3:1][C:2]1[CH:7]([C:8]([O:10][CH2:11][CH3:12])=[O:9])[C:6]([CH3:13])=[CH:5][NH:4][N:3]=1. The yield is 0.800. (6) The reactants are [CH3:1][N:2]([C:7]1[C:12]([CH2:13][NH:14]C(=O)OC(C)(C)C)=[CH:11][CH:10]=[CH:9][N:8]=1)[S:3]([CH3:6])(=[O:5])=[O:4].C(O)(C(F)(F)F)=O. The catalyst is C(Cl)Cl. The product is [NH2:14][CH2:13][C:12]1[C:7]([N:2]([CH3:1])[S:3]([CH3:6])(=[O:5])=[O:4])=[N:8][CH:9]=[CH:10][CH:11]=1. The yield is 0.880. (7) The reactants are [CH3:1][C:2]([CH2:9][CH2:10][CH2:11][CH:12]([CH3:24])[CH2:13][CH2:14][CH2:15][CH:16]([CH3:23])[CH2:17][CH2:18][CH2:19][CH:20]([CH3:22])[CH3:21])=[CH:3][CH2:4][C:5]([O:7][CH3:8])=[O:6].[OH:25][CH2:26][CH:27](CO)[OH:28].C(=O)([O-])[O-].[K+].[K+].Cl. The catalyst is CN(C)C=O. The product is [CH3:1][C:2]([CH2:9][CH2:10][CH2:11][CH:12]([CH3:24])[CH2:13][CH2:14][CH2:15][CH:16]([CH3:23])[CH2:17][CH2:18][CH2:19][CH:20]([CH3:22])[CH3:21])=[CH:3][CH2:4][C:5]([O:7][CH2:8][CH:26]([CH2:27][OH:28])[OH:25])=[O:6]. The yield is 0.290.